This data is from Reaction yield outcomes from USPTO patents with 853,638 reactions. The task is: Predict the reaction yield, written as a fraction of the theoretical maximum amount of product (1.0 means a 100% yield; for example, 0.34 means a 34% yield). (1) The reactants are CC1(C)C[O:35][C:5]2([CH2:9][C@@H:8]([CH2:10][C@H:11]([C:26]3[CH:31]=[CH:30][C:29]([S:32][CH3:33])=[C:28]([CH3:34])[CH:27]=3)[C:12](N([C@H](C)[C@H](O)C3C=CC=CC=3)C)=[O:13])[CH2:7][CH2:6]2)OC1.S(=O)(=O)(O)[OH:39]. The catalyst is O1CCOCC1.O. The product is [CH3:34][C:28]1[CH:27]=[C:26]([C@@H:11]([CH2:10][C@H:8]2[CH2:7][CH2:6][C:5](=[O:35])[CH2:9]2)[C:12]([OH:39])=[O:13])[CH:31]=[CH:30][C:29]=1[S:32][CH3:33]. The yield is 0.900. (2) The reactants are [CH2:1]([O:3][C:4](=[O:38])[CH:5]=[CH:6][CH:7]1[CH2:9][C:8]1([CH2:28][CH2:29][O:30][Si:31]([C:34]([CH3:37])([CH3:36])[CH3:35])([CH3:33])[CH3:32])[C@@H:10]1[C@:18]2([CH3:19])[C@H:13]([C@@H:14]([O:20][Si:21]([C:24]([CH3:27])([CH3:26])[CH3:25])([CH3:23])[CH3:22])[CH2:15][CH2:16][CH2:17]2)[CH2:12][CH2:11]1)[CH3:2].[H][H].CCCCCC.C(OCC)(=O)C. The catalyst is C(O)C.[Pd]. The product is [CH2:1]([O:3][C:4](=[O:38])[CH2:5][CH2:6][CH2:7][C:8]([C@@H:10]1[C@:18]2([CH3:19])[C@H:13]([C@@H:14]([O:20][Si:21]([C:24]([CH3:27])([CH3:26])[CH3:25])([CH3:22])[CH3:23])[CH2:15][CH2:16][CH2:17]2)[CH2:12][CH2:11]1)([CH3:9])[CH2:28][CH2:29][O:30][Si:31]([C:34]([CH3:37])([CH3:36])[CH3:35])([CH3:33])[CH3:32])[CH3:2]. The yield is 0.890.